The task is: Predict the reactants needed to synthesize the given product.. This data is from Full USPTO retrosynthesis dataset with 1.9M reactions from patents (1976-2016). (1) Given the product [Br:1][C:2]1[C:15]2[CH2:14][C:13]3[C:8](=[CH:9][CH:10]=[CH:11][CH:12]=3)[S:7][C:6]=2[C:5]([OH:17])=[CH:4][CH:3]=1, predict the reactants needed to synthesize it. The reactants are: [Br:1][C:2]1[C:15]2[C:14](=O)[C:13]3[C:8](=[CH:9][CH:10]=[CH:11][CH:12]=3)[S:7][C:6]=2[C:5]([OH:17])=[CH:4][CH:3]=1.B.C1COCC1. (2) Given the product [CH:14]1([N:1]2[C:9]3[C:4](=[CH:5][C:6]([C:10]([O:12][CH3:13])=[O:11])=[CH:7][CH:8]=3)[CH:3]=[N:2]2)[CH2:16][CH2:15]1, predict the reactants needed to synthesize it. The reactants are: [NH:1]1[C:9]2[C:4](=[CH:5][C:6]([C:10]([O:12][CH3:13])=[O:11])=[CH:7][CH:8]=2)[CH:3]=[N:2]1.[CH:14]1(B(O)O)[CH2:16][CH2:15]1.C([O-])(=O)C.N1C=CC=CC=1C1C=CC=CN=1.[NH4+].[Cl-].